From a dataset of Full USPTO retrosynthesis dataset with 1.9M reactions from patents (1976-2016). Predict the reactants needed to synthesize the given product. Given the product [CH3:39][O:40][C:41](=[O:53])[C:42]1[CH:43]=[CH:44][C:45]([C:48]([F:49])([F:51])[F:50])=[CH:46][C:47]=1[N:34]1[CH2:38][CH2:37][CH2:36][CH2:35]1, predict the reactants needed to synthesize it. The reactants are: C1(P(C2CCCCC2)C2C=CC=CC=2C2C=CC=CC=2)CCCCC1.[O-]P([O-])([O-])=O.[K+].[K+].[K+].[NH:34]1[CH2:38][CH2:37][CH2:36][CH2:35]1.[CH3:39][O:40][C:41](=[O:53])[C:42]1[CH:47]=[CH:46][C:45]([C:48]([F:51])([F:50])[F:49])=[CH:44][C:43]=1Br.